From a dataset of Full USPTO retrosynthesis dataset with 1.9M reactions from patents (1976-2016). Predict the reactants needed to synthesize the given product. (1) Given the product [CH2:54]([N:12]1[C:11]2[CH:10]=[CH:9][C:8]([C:24]([O:26][CH2:27][CH3:28])=[O:25])=[CH:7][C:6]=2[C:5]2[C:13]1=[CH:14][C:15]([C:17]1[C:18]([CH3:23])=[N:19][O:20][C:21]=1[CH3:22])=[CH:16][C:4]=2[C:1](=[O:3])[NH2:2])[C:55]1[CH:60]=[CH:59][CH:58]=[CH:57][CH:56]=1, predict the reactants needed to synthesize it. The reactants are: [C:1]([C:4]1[CH:16]=[C:15]([C:17]2[C:18]([CH3:23])=[N:19][O:20][C:21]=2[CH3:22])[CH:14]=[C:13]2[C:5]=1[C:6]1[CH:7]=[C:8]([C:24]([O:26][CH2:27][CH3:28])=[O:25])[CH:9]=[CH:10][C:11]=1[NH:12]2)(=[O:3])[NH2:2].C(=O)([O-])[O-].[K+].[K+].C1OCCOCCOCCOCCOCCOC1.Br[CH2:54][C:55]1[CH:60]=[CH:59][CH:58]=[CH:57][CH:56]=1. (2) The reactants are: [C:1]1([CH2:7][CH2:8][CH2:9][CH2:10]O)[CH:6]=[CH:5][CH:4]=[CH:3][CH:2]=1.C1(P(C2C=CC=CC=2)C2C=CC=CC=2)C=CC=CC=1.C1C(=O)N([Br:38])C(=O)C1. Given the product [C:1]1([CH2:7][CH2:8][CH2:9][CH2:10][Br:38])[CH:6]=[CH:5][CH:4]=[CH:3][CH:2]=1, predict the reactants needed to synthesize it. (3) Given the product [C:1]([C:5]1[CH:9]=[C:8]([NH:10][C:11]([NH:33][C:30]2[CH:31]=[CH:32][C:27]([CH3:26])=[C:28]([N+:34]([O-:36])=[O:35])[CH:29]=2)=[O:18])[N:7]([C:19]2[CH:24]=[CH:23][C:22]([CH3:25])=[CH:21][CH:20]=2)[N:6]=1)([CH3:2])([CH3:4])[CH3:3], predict the reactants needed to synthesize it. The reactants are: [C:1]([C:5]1[CH:9]=[C:8]([NH:10][C:11](=[O:18])OCC(Cl)(Cl)Cl)[N:7]([C:19]2[CH:24]=[CH:23][C:22]([CH3:25])=[CH:21][CH:20]=2)[N:6]=1)([CH3:4])([CH3:3])[CH3:2].[CH3:26][C:27]1[CH:32]=[CH:31][C:30]([NH2:33])=[CH:29][C:28]=1[N+:34]([O-:36])=[O:35].CCN(C(C)C)C(C)C. (4) Given the product [CH3:1][O:2][C:3](=[O:14])[C:4]1[CH:9]=[C:8]([Cl:10])[C:7]([O:11][CH2:12][C:23]2[CH:28]=[CH:27][CH:26]=[CH:25][CH:24]=2)=[CH:6][C:5]=1[OH:13], predict the reactants needed to synthesize it. The reactants are: [CH3:1][O:2][C:3](=[O:14])[C:4]1[CH:9]=[C:8]([Cl:10])[C:7]([O:11][CH3:12])=[CH:6][C:5]=1[OH:13].C([O-])([O-])=O.[K+].[K+].BrC[C:23]1[CH:28]=[CH:27][CH:26]=[CH:25][CH:24]=1. (5) Given the product [C:19]([C:16]1[CH:15]=[CH:14][C:13]([NH:12][S:8]([C:5]2[CH:6]=[CH:7][C:2]([I:1])=[CH:3][CH:4]=2)(=[O:10])=[O:9])=[N:18][CH:17]=1)(=[O:21])[CH3:20], predict the reactants needed to synthesize it. The reactants are: [I:1][C:2]1[CH:7]=[CH:6][C:5]([S:8](Cl)(=[O:10])=[O:9])=[CH:4][CH:3]=1.[NH2:12][C:13]1[N:18]=[CH:17][C:16]([C:19](=[O:21])[CH3:20])=[CH:15][CH:14]=1.Cl. (6) Given the product [CH3:13][O:12][C:11]1[CH:10]=[CH:9][C:8]2[NH:7][C:6](=[O:14])[C:5]3[S:15][CH:16]=[CH:17][C:4]=3[C:3]=2[C:2]=1[C:33]1[CH:32]=[CH:31][C:30]([C@H:28]([CH3:29])[CH2:27][N:19]([CH3:18])[C:20](=[O:26])[O:21][C:22]([CH3:23])([CH3:25])[CH3:24])=[CH:35][CH:34]=1, predict the reactants needed to synthesize it. The reactants are: Br[C:2]1[C:3]2[C:4]3[CH:17]=[CH:16][S:15][C:5]=3[C:6](=[O:14])[NH:7][C:8]=2[CH:9]=[CH:10][C:11]=1[O:12][CH3:13].[CH3:18][N:19]([CH2:27][C@H:28]([C:30]1[CH:35]=[CH:34][C:33](B2OC(C)(C)C(C)(C)O2)=[CH:32][CH:31]=1)[CH3:29])[C:20](=[O:26])[O:21][C:22]([CH3:25])([CH3:24])[CH3:23].